Dataset: Peptide-MHC class I binding affinity with 185,985 pairs from IEDB/IMGT. Task: Regression. Given a peptide amino acid sequence and an MHC pseudo amino acid sequence, predict their binding affinity value. This is MHC class I binding data. (1) The MHC is HLA-A24:02 with pseudo-sequence HLA-A24:02. The peptide sequence is YIDNTTSWY. The binding affinity (normalized) is 0.0847. (2) The peptide sequence is MGHQRMRGTF. The MHC is H-2-Dd with pseudo-sequence H-2-Dd. The binding affinity (normalized) is 0.0278. (3) The peptide sequence is YPPPRYITV. The MHC is HLA-B15:09 with pseudo-sequence HLA-B15:09. The binding affinity (normalized) is 0.174. (4) The peptide sequence is LPGPSDTPI. The MHC is HLA-B54:01 with pseudo-sequence HLA-B54:01. The binding affinity (normalized) is 0.261. (5) The peptide sequence is RARKRGITL. The MHC is HLA-A31:01 with pseudo-sequence HLA-A31:01. The binding affinity (normalized) is 0.0847. (6) The binding affinity (normalized) is 0.158. The peptide sequence is QGQYMNTPW. The MHC is Mamu-B17 with pseudo-sequence Mamu-B17. (7) The binding affinity (normalized) is 0.244. The MHC is HLA-B08:01 with pseudo-sequence HLA-B08:01. The peptide sequence is DPSMLRTTA.